Dataset: Reaction yield outcomes from USPTO patents with 853,638 reactions. Task: Predict the reaction yield, written as a fraction of the theoretical maximum amount of product (1.0 means a 100% yield; for example, 0.34 means a 34% yield). (1) The reactants are [CH:1]1[C:14]2[C:5](=[CH:6][C:7]3[C:12]([C:13]=2[C:15]2[CH:20]=[CH:19][C:18]([C:21]4[CH:30]=[N:29][C:28]5[C:23](=[CH:24][CH:25]=[CH:26][CH:27]=5)[N:22]=4)=[CH:17][CH:16]=2)=[CH:11][CH:10]=[CH:9][CH:8]=3)[CH:4]=[CH:3][CH:2]=1.[Br:31]N1C(=O)CCC1=O. The catalyst is CN(C)C=O. The product is [Br:31][C:6]1[C:7]2[C:12](=[CH:11][CH:10]=[CH:9][CH:8]=2)[C:13]([C:15]2[CH:16]=[CH:17][C:18]([C:21]3[CH:30]=[N:29][C:28]4[C:23](=[CH:24][CH:25]=[CH:26][CH:27]=4)[N:22]=3)=[CH:19][CH:20]=2)=[C:14]2[C:5]=1[CH:4]=[CH:3][CH:2]=[CH:1]2. The yield is 0.780. (2) The reactants are [Cl:1][C:2]1[CH:3]=[C:4]([O:8][C:9]2[CH:14]=[CH:13][C:12]([N+:15]([O-])=O)=[CH:11][C:10]=2[C:18](=[O:21])[CH2:19][CH3:20])[CH:5]=[N:6][CH:7]=1.S(S([O-])=O)([O-])=O.[Na+].[Na+]. The catalyst is CO.O. The product is [NH2:15][C:12]1[CH:13]=[CH:14][C:9]([O:8][C:4]2[CH:5]=[N:6][CH:7]=[C:2]([Cl:1])[CH:3]=2)=[C:10]([C:18](=[O:21])[CH2:19][CH3:20])[CH:11]=1. The yield is 0.400. (3) The reactants are [F:1][C:2]([F:15])([F:14])[S:3][C:4]1[CH:9]=[CH:8][C:7]([CH2:10][C:11]([OH:13])=O)=[CH:6][CH:5]=1.Cl.[NH2:17][CH2:18][C:19]1[CH:20]=[C:21]2[C:25](=[CH:26][CH:27]=1)[C:24](=[O:28])[N:23]([CH:29]1[CH2:34][CH2:33][C:32](=[O:35])[NH:31][C:30]1=[O:36])[CH2:22]2. The catalyst is CN(C=O)C. The product is [O:36]=[C:30]1[CH:29]([N:23]2[CH2:22][C:21]3[C:25](=[CH:26][CH:27]=[C:19]([CH2:18][NH:17][C:11](=[O:13])[CH2:10][C:7]4[CH:6]=[CH:5][C:4]([S:3][C:2]([F:1])([F:15])[F:14])=[CH:9][CH:8]=4)[CH:20]=3)[C:24]2=[O:28])[CH2:34][CH2:33][C:32](=[O:35])[NH:31]1. The yield is 0.460.